From a dataset of Forward reaction prediction with 1.9M reactions from USPTO patents (1976-2016). Predict the product of the given reaction. (1) Given the reactants [CH2:1]([O:8][CH:9]1[CH2:14][CH2:13][CH:12]([O:15][CH2:16][CH:17]([C:19]2[CH:24]=[CH:23][CH:22]=[CH:21][CH:20]=2)[OH:18])[CH:11]([F:25])[CH2:10]1)[C:2]1[CH:7]=[CH:6][CH:5]=[CH:4][CH:3]=1.C(N(C(C)C)CC)(C)C.[Si:35](OS(C(F)(F)F)(=O)=O)([C:38]([CH3:41])([CH3:40])[CH3:39])([CH3:37])[CH3:36].O, predict the reaction product. The product is: [CH2:1]([O:8][CH:9]1[CH2:14][CH2:13][CH:12]([O:15][CH2:16][CH:17]([C:19]2[CH:24]=[CH:23][CH:22]=[CH:21][CH:20]=2)[O:18][Si:35]([C:38]([CH3:41])([CH3:40])[CH3:39])([CH3:37])[CH3:36])[CH:11]([F:25])[CH2:10]1)[C:2]1[CH:3]=[CH:4][CH:5]=[CH:6][CH:7]=1. (2) Given the reactants [CH3:1][CH2:2][O:3][C:4]([C:6]1[CH:11]([C:12]2[C:17]([Cl:18])=[CH:16][CH:15]=[CH:14][CH:13]=2)[C:10]([C:19]([O:21][CH3:22])=[O:20])=[C:9]([CH3:23])[NH:8][C:7]=1[CH2:24][O:25][CH2:26][CH2:27][NH2:28])=[O:5].[C:29]([OH:37])(=[O:36])[C:30]1[CH:35]=[CH:34][CH:33]=[N:32][CH:31]=1, predict the reaction product. The product is: [CH3:1][CH2:2][O:3][C:4]([C:6]1[CH:11]([C:12]2[CH:13]=[CH:14][CH:15]=[CH:16][C:17]=2[Cl:18])[C:10]([C:19]([O:21][CH3:22])=[O:20])=[C:9]([CH3:23])[NH:8][C:7]=1[CH2:24][O:25][CH2:26][CH2:27][NH2:28])=[O:5].[C:29]([O-:37])(=[O:36])[C:30]1[CH:35]=[CH:34][CH:33]=[N:32][CH:31]=1. (3) Given the reactants [N+:1]([C:4]1[CH:5]=[C:6]([CH:26]=[CH:27][CH:28]=1)[CH2:7][S:8]([NH:11][C:12]1[CH:13]=[C:14]([NH:18][C:19](=[O:25])[O:20][C:21]([CH3:24])([CH3:23])[CH3:22])[CH:15]=[CH:16][CH:17]=1)(=[O:10])=[O:9])([O-])=O, predict the reaction product. The product is: [NH2:1][C:4]1[CH:5]=[C:6]([CH:26]=[CH:27][CH:28]=1)[CH2:7][S:8]([NH:11][C:12]1[CH:13]=[C:14]([NH:18][C:19](=[O:25])[O:20][C:21]([CH3:24])([CH3:23])[CH3:22])[CH:15]=[CH:16][CH:17]=1)(=[O:10])=[O:9]. (4) Given the reactants [CH3:1][C:2]1[CH:7]=[C:6]([O:8][CH2:9][CH2:10][CH2:11][CH2:12][CH2:13][CH2:14][CH2:15][CH2:16][CH2:17][CH3:18])[CH:5]=[CH:4][C:3]=1[N+:19]([O-])=O.CO.Cl.C(=O)([O-])[O-].[K+].[K+], predict the reaction product. The product is: [CH3:1][C:2]1[CH:7]=[C:6]([O:8][CH2:9][CH2:10][CH2:11][CH2:12][CH2:13][CH2:14][CH2:15][CH2:16][CH2:17][CH3:18])[CH:5]=[CH:4][C:3]=1[NH2:19]. (5) Given the reactants Cl.Cl.[CH3:3][C:4]1([N:8]2[CH2:12][CH2:11][CH2:10][CH2:9]2)[CH2:7][NH:6][CH2:5]1.CCN(C(C)C)C(C)C.[CH3:22][C:23]([O:26][C:27]([N:29]([C:47]([O:49][C:50]([CH3:53])([CH3:52])[CH3:51])=[O:48])[N:30]([C:38]1[C:43]([F:44])=[C:42](Cl)[N:41]=[C:40]([Cl:46])[N:39]=1)[C:31]([O:33][C:34]([CH3:37])([CH3:36])[CH3:35])=[O:32])=[O:28])([CH3:25])[CH3:24], predict the reaction product. The product is: [CH3:25][C:23]([O:26][C:27]([N:29]([C:47]([O:49][C:50]([CH3:53])([CH3:52])[CH3:51])=[O:48])[N:30]([C:38]1[C:43]([F:44])=[C:42]([N:6]2[CH2:7][C:4]([CH3:3])([N:8]3[CH2:12][CH2:11][CH2:10][CH2:9]3)[CH2:5]2)[N:41]=[C:40]([Cl:46])[N:39]=1)[C:31]([O:33][C:34]([CH3:35])([CH3:36])[CH3:37])=[O:32])=[O:28])([CH3:22])[CH3:24]. (6) Given the reactants C(=O)(O)[O-].[Na+].[C:6]1(B(O)O)[CH:11]=[CH:10][CH:9]=[CH:8][CH:7]=1.Br[C:16]1[N:21]=[CH:20][C:19]([CH2:22][CH2:23][C:24]([CH3:33])([S:29]([CH3:32])(=[O:31])=[O:30])[C:25]([NH:27][OH:28])=[O:26])=[CH:18][CH:17]=1.CN(C=O)C.O, predict the reaction product. The product is: [OH:28][NH:27][C:25](=[O:26])[C:24]([CH3:33])([S:29]([CH3:32])(=[O:31])=[O:30])[CH2:23][CH2:22][C:19]1[CH:20]=[N:21][C:16]([C:6]2[CH:11]=[CH:10][CH:9]=[CH:8][CH:7]=2)=[CH:17][CH:18]=1. (7) Given the reactants [CH2:1]([C:3]1[C:4]([NH:21][CH:22]([CH2:25][CH3:26])[CH2:23][CH3:24])=[N:5][C:6]([CH2:19][CH3:20])=[C:7]([C:9]2[CH:14]=[CH:13][C:12]([O:15]C)=[CH:11][C:10]=2[O:17]C)[N:8]=1)[CH3:2].B(Br)(Br)Br, predict the reaction product. The product is: [CH2:1]([C:3]1[C:4]([NH:21][CH:22]([CH2:25][CH3:26])[CH2:23][CH3:24])=[N:5][C:6]([CH2:19][CH3:20])=[C:7]([C:9]2[CH:14]=[CH:13][C:12]([OH:15])=[CH:11][C:10]=2[OH:17])[N:8]=1)[CH3:2]. (8) Given the reactants [F:1][C:2]([F:25])([F:24])[C:3]1[CH:8]=[CH:7][C:6]([S:9][C:10]2[N:11]([CH2:20][CH2:21][CH2:22][CH3:23])[C:12]3[C:17]([N:18]=2)=[C:16](N)[N:15]=[CH:14][N:13]=3)=[CH:5][CH:4]=1.N([O-])=[O:27].[Na+], predict the reaction product. The product is: [F:1][C:2]([F:25])([F:24])[C:3]1[CH:8]=[CH:7][C:6]([S:9][C:10]2[N:11]([CH2:20][CH2:21][CH2:22][CH3:23])[C:12]3[N:13]=[CH:14][NH:15][C:16](=[O:27])[C:17]=3[N:18]=2)=[CH:5][CH:4]=1. (9) Given the reactants [CH2:1]([C:3]([OH:10])([CH2:8][CH3:9])[CH2:4][CH2:5][CH2:6][OH:7])[CH3:2].[CH:11]12[CH2:17][CH:14]([CH:15]=[CH:16]1)[CH2:13][CH:12]2[CH2:18][CH2:19][C:20](OC)=[O:21], predict the reaction product. The product is: [CH:11]12[CH2:17][CH:14]([CH:15]=[CH:16]1)[CH2:13][CH:12]2[CH2:18][CH2:19][C:20]([O:7][CH2:6][CH2:5][CH2:4][C:3]([CH2:8][CH3:9])([OH:10])[CH2:1][CH3:2])=[O:21].